Task: Predict the reaction yield, written as a fraction of the theoretical maximum amount of product (1.0 means a 100% yield; for example, 0.34 means a 34% yield).. Dataset: Reaction yield outcomes from USPTO patents with 853,638 reactions (1) The reactants are [NH2:1][C:2]1[C:11]2[C:6](=[C:7](Br)[CH:8]=[CH:9][CH:10]=2)[N:5]=[N:4][C:3]=1[C:13]([NH:15][CH2:16][CH2:17][CH3:18])=[O:14].[F:19][C:20]1[CH:21]=[C:22](B(O)O)[CH:23]=[N:24][C:25]=1[O:26][CH3:27]. No catalyst specified. The product is [NH2:1][C:2]1[C:11]2[C:6](=[C:7]([C:22]3[CH:23]=[N:24][C:25]([O:26][CH3:27])=[C:20]([F:19])[CH:21]=3)[CH:8]=[CH:9][CH:10]=2)[N:5]=[N:4][C:3]=1[C:13]([NH:15][CH2:16][CH2:17][CH3:18])=[O:14]. The yield is 0.480. (2) The product is [CH:1]1([C:4]2[C:13]([C:14]3[NH:24][C:19]4[CH:18]=[N:17][CH:22]=[CH:21][C:20]=4[N:23]=3)=[CH:12][C:7]([C:8]([O:10][CH3:11])=[O:9])=[C:6]([CH3:16])[CH:5]=2)[CH2:3][CH2:2]1. The catalyst is C(=O)(O)[O-].[Na+]. The yield is 0.380. The reactants are [CH:1]1([C:4]2[C:13]([CH:14]=O)=[CH:12][C:7]([C:8]([O:10][CH3:11])=[O:9])=[C:6]([CH3:16])[CH:5]=2)[CH2:3][CH2:2]1.[N:17]1[CH:22]=[CH:21][C:20]([NH2:23])=[C:19]([NH2:24])[CH:18]=1.C(O)C. (3) The reactants are [F:1][C:2]([F:42])([F:41])[C@@:3]([O:39][CH3:40])([C:33]1[CH:38]=[CH:37][CH:36]=[CH:35][CH:34]=1)[C:4]([O:6][C@@H:7]([C:31]#N)[CH2:8][CH2:9][CH2:10][C:11]1[CH:16]=[CH:15][C:14]([O:17][CH2:18][C:19]2[N:20]=[C:21]([C:25]3[CH:30]=[CH:29][CH:28]=[CH:27][CH:26]=3)[S:22][C:23]=2[CH3:24])=[CH:13][CH:12]=1)=[O:5].Cl.[CH3:44][OH:45].[OH2:46]. No catalyst specified. The product is [CH3:24][C:23]1[S:22][C:21]([C:25]2[CH:26]=[CH:27][CH:28]=[CH:29][CH:30]=2)=[N:20][C:19]=1[CH2:18][O:17][C:14]1[CH:13]=[CH:12][C:11]([CH2:10][CH2:9][CH2:8][C@@H:7]([O:6][C:4](=[O:5])[C@:3]([O:39][CH3:40])([C:33]2[CH:38]=[CH:37][CH:36]=[CH:35][CH:34]=2)[C:2]([F:1])([F:42])[F:41])[C:31]([O:45][CH3:44])=[O:46])=[CH:16][CH:15]=1. The yield is 0.980. (4) The reactants are [O:1]1[CH2:6][CH2:5][CH:4]([CH2:7][N:8]2[C:16]3[C:11](=[CH:12][C:13]([C:17](O)=[O:18])=[CH:14][CH:15]=3)[C:10]([C:20]([CH:22]3[C:24]([CH3:26])([CH3:25])[C:23]3([CH3:28])[CH3:27])=[O:21])=[CH:9]2)[CH2:3][CH2:2]1.C(N1C=CN=C1)([N:31]1C=CN=C1)=O.[NH4+].[OH-]. The catalyst is CCOC(C)=O.C1COCC1. The product is [O:1]1[CH2:2][CH2:3][CH:4]([CH2:7][N:8]2[C:16]3[C:11](=[CH:12][C:13]([C:17]([NH2:31])=[O:18])=[CH:14][CH:15]=3)[C:10]([C:20]([CH:22]3[C:23]([CH3:27])([CH3:28])[C:24]3([CH3:25])[CH3:26])=[O:21])=[CH:9]2)[CH2:5][CH2:6]1. The yield is 0.200. (5) The product is [CH3:18][S:19]([NH:10][C:5]1[S:6][CH:7]=[CH:8][C:9]=1[C:23]([O:27][CH3:26])=[O:24])(=[O:21])=[O:20]. The reactants are COC([C:5]1([NH2:10])[CH2:9][CH:8]=[CH:7][S:6]1)=O.C(N(CC)CC)C.[CH3:18][S:19](Cl)(=[O:21])=[O:20].[CH3:23][O-:24].[Na+].[CH3:26][OH:27]. The yield is 0.880. The catalyst is C(Cl)Cl. (6) The reactants are [Cl:1][C:2]1[C:3]([N:19]([CH3:24])[CH2:20][CH:21]([CH3:23])[CH3:22])=[N:4][C:5]2[CH2:6][CH2:7][N:8](C(OC(C)(C)C)=O)[CH2:9][C:10]=2[CH:11]=1.C(OCC)(=O)C.Cl.[OH-].[Na+]. No catalyst specified. The product is [ClH:1].[Cl:1][C:2]1[C:3]([N:19]([CH2:20][CH:21]([CH3:23])[CH3:22])[CH3:24])=[N:4][C:5]2[CH2:6][CH2:7][NH:8][CH2:9][C:10]=2[CH:11]=1. The yield is 0.280.